This data is from Full USPTO retrosynthesis dataset with 1.9M reactions from patents (1976-2016). The task is: Predict the reactants needed to synthesize the given product. (1) Given the product [Cl:1][C:2]1[CH:10]=[CH:9][C:8]([CH2:11][NH:12][C:13](=[O:18])[C:14]([CH3:15])([CH3:17])[CH3:16])=[CH:7][C:3]=1[C:4]([O:6][C:32]1[CH:31]=[CH:30][C:35]([N+:36]([O-:38])=[O:37])=[CH:34][CH:33]=1)=[O:5], predict the reactants needed to synthesize it. The reactants are: [Cl:1][C:2]1[CH:10]=[CH:9][C:8]([CH2:11][NH:12][C:13](=[O:18])[C:14]([CH3:17])([CH3:16])[CH3:15])=[CH:7][C:3]=1[C:4]([OH:6])=[O:5].CCN=C=NCCCN(C)C.[CH:30]1[C:35]([N+:36]([O-:38])=[O:37])=[CH:34][CH:33]=[C:32](O)[CH:31]=1.CCN(C(C)C)C(C)C. (2) Given the product [Cl:1][C:2]1[CH:3]=[CH:4][C:5]([CH:8]([C:29]2[CH:34]=[CH:33][CH:32]=[CH:31][CH:30]=2)[N:9]2[CH2:12][CH:11]([CH2:13][O:14][C:15]3[C:24]([CH:25]4[CH2:27][CH2:26]4)=[CH:23][C:18]([C:19]([OH:21])=[O:20])=[C:17]([F:28])[CH:16]=3)[CH2:10]2)=[CH:6][CH:7]=1, predict the reactants needed to synthesize it. The reactants are: [Cl:1][C:2]1[CH:7]=[CH:6][C:5]([CH:8]([C:29]2[CH:34]=[CH:33][CH:32]=[CH:31][CH:30]=2)[N:9]2[CH2:12][CH:11]([CH2:13][O:14][C:15]3[C:24]([CH:25]4[CH2:27][CH2:26]4)=[CH:23][C:18]([C:19]([O:21]C)=[O:20])=[C:17]([F:28])[CH:16]=3)[CH2:10]2)=[CH:4][CH:3]=1.[OH-].[Li+]. (3) Given the product [Br:7][C:5]1[S:4][C:3]2[C:8](=[O:9])[NH:10][C:18]([C:13]3[CH:14]=[CH:15][CH:16]=[CH:17][N:12]=3)=[N:1][C:2]=2[CH:6]=1, predict the reactants needed to synthesize it. The reactants are: [NH2:1][C:2]1[CH:6]=[C:5]([Br:7])[S:4][C:3]=1[C:8]([NH2:10])=[O:9].Cl.[N:12]1[CH:17]=[CH:16][CH:15]=[CH:14][C:13]=1[C:18](Cl)=O.C(=O)([O-])O.[Na+]. (4) The reactants are: [CH3:1][O:2][C:3]1[CH:4]=[C:5]([C:11]2[C:19]3[C:14](=[CH:15][CH:16]=[C:17]([C:20]#[N:21])[CH:18]=3)[NH:13][N:12]=2)[CH:6]=[CH:7][C:8]=1[O:9][CH3:10].C([Sn]([N:35]=[N+:36]=[N-:37])(CCCC)CCCC)CCC.[OH-].[Na+]. Given the product [N:21]1[NH:35][N:36]=[N:37][C:20]=1[C:17]1[CH:18]=[C:19]2[C:14](=[CH:15][CH:16]=1)[NH:13][N:12]=[C:11]2[C:5]1[CH:6]=[CH:7][C:8]([O:9][CH3:10])=[C:3]([O:2][CH3:1])[CH:4]=1, predict the reactants needed to synthesize it. (5) Given the product [Br:1][C:2]1[N:3]=[CH:4][C:5]([O:8][CH:14]2[CH2:19][CH2:18][N:17]([C:20]([O:22][C:23]([CH3:26])([CH3:25])[CH3:24])=[O:21])[CH2:16][CH2:15]2)=[N:6][CH:7]=1, predict the reactants needed to synthesize it. The reactants are: [Br:1][C:2]1[N:3]=[CH:4][C:5]([OH:8])=[N:6][CH:7]=1.CS(O[CH:14]1[CH2:19][CH2:18][N:17]([C:20]([O:22][C:23]([CH3:26])([CH3:25])[CH3:24])=[O:21])[CH2:16][CH2:15]1)(=O)=O.C1OCCOCCOCCOCCOCCOC1.C([O-])([O-])=O.[K+].[K+]. (6) The reactants are: [CH3:1][C:2]1[C:15]2[C:5](=[CH:6][C:7]3[CH2:13][CH2:12][NH:11][CH2:10][CH2:9][C:8]=3[CH:14]=2)[O:4][N:3]=1.[Cl:16][CH2:17][CH2:18][CH2:19][S:20][C:21]1[N:22]([CH3:37])[C:23]([C:26]2[CH:35]=[CH:34][CH:33]=[C:32]3[C:27]=2[CH:28]=[CH:29][C:30]([CH3:36])=[N:31]3)=[N:24][N:25]=1. Given the product [ClH:16].[CH3:1][C:2]1[C:15]2[C:5](=[CH:6][C:7]3[CH2:13][CH2:12][N:11]([CH2:17][CH2:18][CH2:19][S:20][C:21]4[N:22]([CH3:37])[C:23]([C:26]5[CH:35]=[CH:34][CH:33]=[C:32]6[C:27]=5[CH:28]=[CH:29][C:30]([CH3:36])=[N:31]6)=[N:24][N:25]=4)[CH2:10][CH2:9][C:8]=3[CH:14]=2)[O:4][N:3]=1, predict the reactants needed to synthesize it.